This data is from Full USPTO retrosynthesis dataset with 1.9M reactions from patents (1976-2016). The task is: Predict the reactants needed to synthesize the given product. (1) Given the product [NH2:7][C:8]1[CH:9]=[C:10]([C:14]2([OH:41])[CH2:15][CH2:16][CH:17]([N:20]3[CH2:23][CH:22]([NH:24][C:25]([CH2:26][NH:27][C:28](=[O:39])[C:29]4[CH:34]=[CH:33][CH:32]=[C:31]([C:35]([F:38])([F:36])[F:37])[CH:30]=4)=[O:40])[CH2:21]3)[CH2:18][CH2:19]2)[CH:11]=[CH:12][CH:13]=1, predict the reactants needed to synthesize it. The reactants are: C(OC(=O)[NH:7][C:8]1[CH:13]=[CH:12][CH:11]=[C:10]([C:14]2([OH:41])[CH2:19][CH2:18][CH:17]([N:20]3[CH2:23][CH:22]([NH:24][C:25](=[O:40])[CH2:26][NH:27][C:28](=[O:39])[C:29]4[CH:34]=[CH:33][CH:32]=[C:31]([C:35]([F:38])([F:37])[F:36])[CH:30]=4)[CH2:21]3)[CH2:16][CH2:15]2)[CH:9]=1)(C)(C)C.Cl. (2) Given the product [Cl:17][C:18]1[C:19]([O:58][CH:49]2[CH2:48][CH2:47][C:52]3([CH2:53][CH2:54][CH2:55][CH2:56][CH2:57]3)[CH2:51][CH2:50]2)=[CH:20][C:21]([F:33])=[C:22]([CH:32]=1)[C:23]([NH:25][S:26](=[O:31])(=[O:30])[N:27]([CH3:29])[CH3:28])=[O:24], predict the reactants needed to synthesize it. The reactants are: ClC1C(F)=CC(F)=C(C=1)C(NS(C)(=O)=O)=O.[Cl:17][C:18]1[C:19](F)=[CH:20][C:21]([F:33])=[C:22]([CH:32]=1)[C:23]([NH:25][S:26](=[O:31])(=[O:30])[N:27]([CH3:29])[CH3:28])=[O:24].C12(CO)CC3CC(CC(C3)C1)C2.[CH2:47]1[C:52]2([CH2:57][CH2:56][CH2:55][CH2:54][CH2:53]2)[CH2:51][CH2:50][CH:49]([OH:58])[CH2:48]1.